This data is from Forward reaction prediction with 1.9M reactions from USPTO patents (1976-2016). The task is: Predict the product of the given reaction. (1) Given the reactants Cl[C:2]1[CH:3]=[CH:4][C:5]2[N:6]([C:8]([CH:11]([C:13]3[CH:14]=[C:15]4[C:19](=[CH:20][C:21]=3[F:22])[N:18]([CH3:23])[N:17]=[CH:16]4)[CH3:12])=[CH:9][N:10]=2)[N:7]=1.C([Sn](CCCC)(CCCC)[C:29]([O:31][CH2:32][CH3:33])=[CH2:30])CCC, predict the reaction product. The product is: [CH2:32]([O:31][C:29]([C:2]1[CH:3]=[CH:4][C:5]2[N:6]([C:8]([CH:11]([C:13]3[CH:14]=[C:15]4[C:19](=[CH:20][C:21]=3[F:22])[N:18]([CH3:23])[N:17]=[CH:16]4)[CH3:12])=[CH:9][N:10]=2)[N:7]=1)=[CH2:30])[CH3:33]. (2) Given the reactants [Br:1][C:2]1[S:6][C:5]([CH:7]2[N:11]([C:12]3[CH:17]=[CH:16][C:15]([F:18])=[CH:14][C:13]=3[F:19])[N:10]=[C:9]([CH:20]([OH:25])[C:21]([F:24])([F:23])[F:22])[CH2:8]2)=[CH:4][CH:3]=1, predict the reaction product. The product is: [Br:1][C:2]1[S:6][C:5]([CH:7]2[N:11]([C:12]3[CH:17]=[CH:16][C:15]([F:18])=[CH:14][C:13]=3[F:19])[N:10]=[C:9]([C:20](=[O:25])[C:21]([F:24])([F:23])[F:22])[CH2:8]2)=[CH:4][CH:3]=1. (3) Given the reactants Cl[C:2]1[C:7]([Cl:8])=[N:6][N:5]([CH3:9])[C:4](=[O:10])[CH:3]=1.CC1(C)C(C)(C)OB([C:19]2[CH:24]=[CH:23][C:22]([NH:25][C:26](=[O:28])[CH3:27])=[CH:21][CH:20]=2)O1.C(=O)([O-])[O-].[Cs+].[Cs+], predict the reaction product. The product is: [Cl:8][C:7]1[C:2]([C:19]2[CH:24]=[CH:23][C:22]([NH:25][C:26](=[O:28])[CH3:27])=[CH:21][CH:20]=2)=[CH:3][C:4](=[O:10])[N:5]([CH3:9])[N:6]=1. (4) Given the reactants I[C:2]1[CH:3]=[C:4]([N:8]2[N:12]=[N:11][C:10]([CH2:13][N:14]3[CH2:19][CH2:18][CH2:17][N:16]4[C:20]([C:23]5[CH:28]=[CH:27][N:26]=[CH:25][CH:24]=5)=[N:21][N:22]=[C:15]34)=[N:9]2)[CH:5]=[CH:6][CH:7]=1.[CH3:29][N:30](C=O)C, predict the reaction product. The product is: [N:26]1[CH:27]=[CH:28][C:23]([C:20]2[N:16]3[CH2:17][CH2:18][CH2:19][N:14]([CH2:13][C:10]4[N:11]=[N:12][N:8]([C:4]5[CH:3]=[C:2]([CH:7]=[CH:6][CH:5]=5)[C:29]#[N:30])[N:9]=4)[C:15]3=[N:22][N:21]=2)=[CH:24][CH:25]=1. (5) The product is: [N:10]1[C:9]2[CH:11]=[CH:12][CH:13]=[CH:14][C:8]=2[NH:7][C:6]=1[CH2:5][NH:4][CH2:21][CH2:22][CH2:23][C:24]#[N:25]. Given the reactants O.Cl.Cl.[NH2:4][CH2:5][C:6]1[NH:7][C:8]2[CH:14]=[CH:13][CH:12]=[CH:11][C:9]=2[N:10]=1.C([O-])(O)=O.[Na+].Br[CH2:21][CH2:22][CH2:23][C:24]#[N:25], predict the reaction product. (6) The product is: [CH:31]12[NH:36][CH:34]([CH2:33][CH2:32]1)[CH2:35][C:29](=[C:20]1[C:19]3[CH:18]=[CH:17][CH:16]=[C:15]([NH2:14])[C:28]=3[O:27][C:26]3[C:21]1=[CH:22][CH:23]=[CH:24][CH:25]=3)[CH2:30]2. Given the reactants C(=[N:14][C:15]1[C:28]2[O:27][C:26]3[C:21](=[CH:22][CH:23]=[CH:24][CH:25]=3)[C:20](=[C:29]3[CH2:35][CH:34]4[N:36](C(=O)C(F)(F)F)[CH:31]([CH2:32][CH2:33]4)[CH2:30]3)[C:19]=2[CH:18]=[CH:17][CH:16]=1)(C1C=CC=CC=1)C1C=CC=CC=1.C([O-])(=O)C.[Na+].Cl.NO.[OH-].[Na+], predict the reaction product. (7) Given the reactants [NH:1]1[C:9]2[C:4](=[CH:5][CH:6]=[CH:7][CH:8]=2)[C:3]([C@H:10]([CH3:40])[C@@H:11]([NH:25][C:26]([N:28]2[CH2:33][CH2:32][CH:31]([C:34]3[CH:39]=[CH:38][CH:37]=[CH:36][CH:35]=3)[CH2:30][CH2:29]2)=[O:27])[C:12]([NH:14][C:15]2[CH:24]=[C:23]3[C:18]([CH2:19][CH2:20][NH:21][CH2:22]3)=[CH:17][CH:16]=2)=[O:13])=[CH:2]1.C=O.[C:43](O[BH-](OC(=O)C)OC(=O)C)(=O)C.[Na+].C(=O)([O-])O.[Na+], predict the reaction product. The product is: [NH:1]1[C:9]2[C:4](=[CH:5][CH:6]=[CH:7][CH:8]=2)[C:3]([C@H:10]([CH3:40])[C@@H:11]([NH:25][C:26]([N:28]2[CH2:33][CH2:32][CH:31]([C:34]3[CH:39]=[CH:38][CH:37]=[CH:36][CH:35]=3)[CH2:30][CH2:29]2)=[O:27])[C:12]([NH:14][C:15]2[CH:24]=[C:23]3[C:18]([CH2:19][CH2:20][N:21]([CH3:43])[CH2:22]3)=[CH:17][CH:16]=2)=[O:13])=[CH:2]1. (8) Given the reactants C([O:3][C:4](=[O:34])[C:5]1[CH:10]=[CH:9][CH:8]=[C:7]([N:11]2[C:15]([CH3:16])=[CH:14][CH:13]=[C:12]2[C:17]2[CH:22]=[C:21]([Cl:23])[CH:20]=[CH:19][C:18]=2[O:24][CH2:25][C:26]2[CH:31]=[CH:30][C:29]([F:32])=[CH:28][C:27]=2[Cl:33])[CH:6]=1)C.[OH-].[Na+].CCO, predict the reaction product. The product is: [Cl:23][C:21]1[CH:20]=[CH:19][C:18]([O:24][CH2:25][C:26]2[CH:31]=[CH:30][C:29]([F:32])=[CH:28][C:27]=2[Cl:33])=[C:17]([C:12]2[N:11]([C:7]3[CH:6]=[C:5]([CH:10]=[CH:9][CH:8]=3)[C:4]([OH:34])=[O:3])[C:15]([CH3:16])=[CH:14][CH:13]=2)[CH:22]=1. (9) Given the reactants [CH3:1][O:2][C:3]1[CH:8]=[C:7]([C:9]([F:12])([F:11])[F:10])[C:6]([C:13]2[CH:18]=[CH:17][CH:16]=[C:15]([NH:19][C:20]([C:22]3[NH:23][C:24]4[C:29]([CH:30]=3)=[CH:28][CH:27]=[C:26]([NH:31][S:32]([CH3:35])(=[O:34])=[O:33])[CH:25]=4)=[O:21])[CH:14]=2)=[CH:5][C:4]=1[C:36]([OH:38])=O.[NH4+].[Cl-].C(Cl)CCl.C1C=CC2N(O)N=[N:51]C=2C=1.CCN(C(C)C)C(C)C, predict the reaction product. The product is: [C:36]([C:4]1[C:3]([O:2][CH3:1])=[CH:8][C:7]([C:9]([F:11])([F:10])[F:12])=[C:6]([C:13]2[CH:18]=[CH:17][CH:16]=[C:15]([NH:19][C:20]([C:22]3[NH:23][C:24]4[C:29]([CH:30]=3)=[CH:28][CH:27]=[C:26]([NH:31][S:32]([CH3:35])(=[O:33])=[O:34])[CH:25]=4)=[O:21])[CH:14]=2)[CH:5]=1)(=[O:38])[NH2:51]. (10) Given the reactants [F:1][C:2]1[CH:7]=[CH:6][C:5]([C:8]2[C:9]([N:14]3[CH2:19][CH2:18][N:17]([C:20]([C:22]4[CH:23]=[N:24][N:25]([CH:27]([CH3:29])[CH3:28])[CH:26]=4)=O)[CH2:16][CH2:15]3)=[N:10][CH:11]=[CH:12][N:13]=2)=[CH:4][CH:3]=1.[Cl-:30].[NH4+], predict the reaction product. The product is: [ClH:30].[F:1][C:2]1[CH:7]=[CH:6][C:5]([C:8]2[C:9]([N:14]3[CH2:19][CH2:18][N:17]([CH2:20][C:22]4[CH:23]=[N:24][N:25]([CH:27]([CH3:29])[CH3:28])[CH:26]=4)[CH2:16][CH2:15]3)=[N:10][CH:11]=[CH:12][N:13]=2)=[CH:4][CH:3]=1.